From a dataset of Catalyst prediction with 721,799 reactions and 888 catalyst types from USPTO. Predict which catalyst facilitates the given reaction. Reactant: [CH3:1][S:2](Cl)(=[O:4])=[O:3].[Cl:6][C:7]1[N:12]=[C:11]([CH:13]2[CH2:15][CH2:14]2)[C:10]([C:16]([F:19])([F:18])[F:17])=[C:9]([CH2:20][OH:21])[CH:8]=1.C(N(CC)CC)C. Product: [CH3:1][S:2]([O:21][CH2:20][C:9]1[CH:8]=[C:7]([Cl:6])[N:12]=[C:11]([CH:13]2[CH2:14][CH2:15]2)[C:10]=1[C:16]([F:17])([F:18])[F:19])(=[O:4])=[O:3]. The catalyst class is: 4.